Predict which catalyst facilitates the given reaction. From a dataset of Catalyst prediction with 721,799 reactions and 888 catalyst types from USPTO. (1) Reactant: [NH2:1][C:2]1[N:7]=[C:6]([NH2:8])[C:5]([OH:9])=[C:4]([CH2:10][CH3:11])[N:3]=1.O.[OH-].[Li+].Br[CH2:16][CH2:17][CH2:18][O:19][C:20]1[CH:25]=[CH:24][CH:23]=[CH:22][C:21]=1[CH2:26][CH2:27][C:28]([O:30]C)=[O:29]. The catalyst class is: 18. Product: [NH2:1][C:2]1[N:7]=[C:6]([NH2:8])[C:5]([O:9][CH2:16][CH2:17][CH2:18][O:19][C:20]2[CH:25]=[CH:24][CH:23]=[CH:22][C:21]=2[CH2:26][CH2:27][C:28]([OH:30])=[O:29])=[C:4]([CH2:10][CH3:11])[N:3]=1. (2) Reactant: C[O:2][C:3](=O)[CH:4]([C:10]1[CH:15]=[CH:14][C:13]([O:16][CH2:17][O:18][CH2:19][CH2:20][O:21][CH3:22])=[CH:12][CH:11]=1)[CH2:5][C:6](OC)=[O:7].[H-].[Al+3].[Li+].[H-].[H-].[H-].O. Product: [OH:7][CH2:6][CH2:5][CH:4]([C:10]1[CH:15]=[CH:14][C:13]([O:16][CH2:17][O:18][CH2:19][CH2:20][O:21][CH3:22])=[CH:12][CH:11]=1)[CH2:3][OH:2]. The catalyst class is: 1. (3) Product: [ClH:37].[CH2:1]([N:8]1[C:36]2[C:31](=[CH:32][CH:33]=[CH:34][CH:35]=2)[C:10]([CH2:11][C@@H:12]([C:21]([O:23][CH2:24][C:25]2[CH:30]=[CH:29][CH:28]=[CH:27][CH:26]=2)=[O:22])[NH2:13])=[CH:9]1)[C:2]1[CH:7]=[CH:6][CH:5]=[CH:4][CH:3]=1. The catalyst class is: 2. Reactant: [CH2:1]([N:8]1[C:36]2[C:31](=[CH:32][CH:33]=[CH:34][CH:35]=2)[C:10]([CH2:11][C@@H:12]([C:21]([O:23][CH2:24][C:25]2[CH:30]=[CH:29][CH:28]=[CH:27][CH:26]=2)=[O:22])[NH:13]C(OC(C)(C)C)=O)=[CH:9]1)[C:2]1[CH:7]=[CH:6][CH:5]=[CH:4][CH:3]=1.[ClH:37].O1CCOCC1.